From a dataset of Catalyst prediction with 721,799 reactions and 888 catalyst types from USPTO. Predict which catalyst facilitates the given reaction. Reactant: [NH2:1][C:2]1[N:10]=[C:9]2[C:5]([N:6]=[CH:7][N:8]2[C@H:11]2[O:17][C@@H:16]([CH2:18][OH:19])[C@H:14]([OH:15])[C@@H:12]2[OH:13])=[C:4]([S:20][NH2:21])[N:3]=1.O.C1C=C(Cl)C=C(C(OO)=[O:31])C=1. Product: [NH2:1][C:2]1[N:10]=[C:9]2[C:5]([N:6]=[CH:7][N:8]2[C@H:11]2[O:17][C@@H:16]([CH2:18][OH:19])[C@H:14]([OH:15])[C@@H:12]2[OH:13])=[C:4]([S:20]([NH2:21])=[O:31])[N:3]=1. The catalyst class is: 8.